Task: Predict the product of the given reaction.. Dataset: Forward reaction prediction with 1.9M reactions from USPTO patents (1976-2016) (1) Given the reactants [CH3:1][C:2]1[C:10]2[C:9](=[O:11])[CH2:8][C:7]([CH3:13])([CH3:12])[CH2:6][C:5]=2[NH:4][CH:3]=1.[H-].[Na+].[NH2:16][C:17]1[C:26]2[C:21](=[CH:22][C:23](F)=[CH:24][CH:25]=2)[C:20]([C:28](=[N:30][OH:31])[CH3:29])=[CH:19][N:18]=1.[NH4+].[Cl-], predict the reaction product. The product is: [NH2:16][C:17]1[C:26]2[C:21](=[CH:22][C:23]([N:4]3[C:5]4[CH2:6][C:7]([CH3:13])([CH3:12])[CH2:8][C:9](=[O:11])[C:10]=4[C:2]([CH3:1])=[CH:3]3)=[CH:24][CH:25]=2)[C:20]([C:28](=[N:30][OH:31])[CH3:29])=[CH:19][N:18]=1. (2) Given the reactants C[Si](Br)(C)C.[CH2:6]([N:8]([CH2:23][CH3:24])[C:9](=[O:22])[C:10]([CH2:12][O:13][CH2:14][CH2:15][P:16]([O:20]C)([O:18]C)=[O:17])=[CH2:11])[CH3:7], predict the reaction product. The product is: [CH2:23]([N:8]([CH2:6][CH3:7])[C:9](=[O:22])[C:10]([CH2:12][O:13][CH2:14][CH2:15][P:16]([OH:20])([OH:18])=[O:17])=[CH2:11])[CH3:24]. (3) The product is: [ClH:19].[CH2:1]([C:3]1[CH:4]=[C:5]([CH2:9][S:10][C:11]2[N:16]=[C:15]([OH:17])[CH:14]=[C:13]([CH3:18])[N:12]=2)[CH:6]=[N:7][CH:8]=1)[CH3:2]. Given the reactants [CH2:1]([C:3]1[CH:4]=[C:5]([CH2:9][S:10][C:11]2[N:16]=[C:15]([OH:17])[CH:14]=[C:13]([CH3:18])[N:12]=2)[CH:6]=[N:7][CH:8]=1)[CH3:2].[ClH:19].O1CCOCC1.CCOCC, predict the reaction product. (4) Given the reactants [CH:1]([C:4]1[N:5]=[C:6]([C:11]2[CH:16]=[CH:15][C:14]([C:17]([F:20])([F:19])[F:18])=[CH:13][CH:12]=2)[S:7][C:8]=1[CH2:9]O)([CH3:3])[CH3:2].O=S(Cl)[Cl:23], predict the reaction product. The product is: [Cl:23][CH2:9][C:8]1[S:7][C:6]([C:11]2[CH:16]=[CH:15][C:14]([C:17]([F:20])([F:19])[F:18])=[CH:13][CH:12]=2)=[N:5][C:4]=1[CH:1]([CH3:3])[CH3:2].